From a dataset of Reaction yield outcomes from USPTO patents with 853,638 reactions. Predict the reaction yield, written as a fraction of the theoretical maximum amount of product (1.0 means a 100% yield; for example, 0.34 means a 34% yield). (1) The reactants are [CH3:1][S:2]([C:5]1[CH:10]=[CH:9][C:8](F)=[CH:7][CH:6]=1)(=[O:4])=[O:3].[CH3:12][C@@H:13]1[CH2:18][NH:17][CH2:16][CH2:15][NH:14]1.C([O-])([O-])=O.[K+].[K+]. The catalyst is CN(C=O)C. The product is [CH3:12][C@H:13]1[NH:14][CH2:15][CH2:16][N:17]([C:8]2[CH:9]=[CH:10][C:5]([S:2]([CH3:1])(=[O:4])=[O:3])=[CH:6][CH:7]=2)[CH2:18]1. The yield is 0.470. (2) The catalyst is CN(C=O)C.O. The reactants are [F:1][C:2]1[C:3]([B:12]2[O:16][C:15]([CH3:18])([CH3:17])[C:14]([CH3:20])([CH3:19])[O:13]2)=[CH:4][C:5]2[NH:10][CH2:9][CH2:8][O:7][C:6]=2[CH:11]=1.C([O-])([O-])=O.[K+].[K+].N#N.[CH2:29](Br)[CH:30]=[CH2:31]. The product is [CH2:31]([N:10]1[CH2:9][CH2:8][O:7][C:6]2[CH:11]=[C:2]([F:1])[C:3]([B:12]3[O:16][C:15]([CH3:18])([CH3:17])[C:14]([CH3:20])([CH3:19])[O:13]3)=[CH:4][C:5]1=2)[CH:30]=[CH2:29]. The yield is 0.748. (3) The reactants are [C:1]1([C:7]2[CH2:12][N:11]([C:13]([O:15][C:16]([CH3:19])([CH3:18])[CH3:17])=[O:14])[CH2:10][CH2:9][CH:8]=2)[CH:6]=[CH:5][CH:4]=[CH:3][CH:2]=1.[OH-:20].[Na+].OO. The catalyst is C1COCC1.O.CCOC(C)=O. The product is [OH:20][C@@H:8]1[CH2:9][CH2:10][N:11]([C:13]([O:15][C:16]([CH3:19])([CH3:18])[CH3:17])=[O:14])[CH2:12][C@H:7]1[C:1]1[CH:2]=[CH:3][CH:4]=[CH:5][CH:6]=1. The yield is 0.310. (4) The reactants are [CH3:1][C:2]1[NH:3][C:4]([CH:11]=[CH2:12])=[C:5]([C:7]([F:10])([F:9])[F:8])[N:6]=1.CN(C=O)C.C([O-])([O-])=O.[K+].[K+].[CH3:24][CH2:25][O:26][C:27]([CH2:29]Br)=[O:28]. The catalyst is O.C1COCC1. The product is [CH3:1][C:2]1[N:3]([CH2:29][C:27]([O:26][CH2:25][CH3:24])=[O:28])[C:4]([CH:11]=[CH2:12])=[C:5]([C:7]([F:10])([F:8])[F:9])[N:6]=1. The yield is 0.590.